This data is from Drug half-life prediction data from Obach et al.. The task is: Regression/Classification. Given a drug SMILES string, predict its absorption, distribution, metabolism, or excretion properties. Task type varies by dataset: regression for continuous measurements (e.g., permeability, clearance, half-life) or binary classification for categorical outcomes (e.g., BBB penetration, CYP inhibition). For this dataset (half_life_obach), we predict log10(half-life) (log10 of half-life in hours). (1) The drug is Cn1c(=O)c2c(ncn2CC(O)CO)n(C)c1=O. The log10(half-life) is 0.230. (2) The drug is CCCCN1CCCCC1C(=O)Nc1c(C)cccc1C. The log10(half-life) is 0.490. (3) The molecule is O=C1Cc2cc(CCN3CCN(c4nsc5ccccc45)CC3)c(Cl)cc2N1. The log10(half-life) is 0.490. (4) The molecule is CCCC(=O)OCOC(=O)C1=C(C)NC(C)=C(C(=O)OC)C1c1cccc(Cl)c1Cl. The log10(half-life) is -0.520. (5) The molecule is CCCCCC/C=C\CCCCCCCCCC(=O)N[C@H]1[C@H](OC[C@H]2O[C@H](OP(=O)(O)O)[C@H](NC(=O)CC(=O)CCCCCCCCCCC)[C@@H](OCCCCCCCCCC)[C@@H]2O)O[C@H](COC)[C@@H](OP(=O)(O)O)[C@@H]1OCC[C@@H](CCCCCCC)OC. The log10(half-life) is 1.71. (6) The compound is CN(C)C(=O)Oc1ccc[n+](C)c1. The log10(half-life) is 0.180.